From a dataset of Forward reaction prediction with 1.9M reactions from USPTO patents (1976-2016). Predict the product of the given reaction. (1) Given the reactants [CH2:1]([O:8][C@H:9]([C@@H:13]1[C:17](=[O:18])[O:16][C:15]([CH3:20])([CH3:19])[O:14]1)[C:10]([OH:12])=O)[C:2]1[CH:7]=[CH:6][CH:5]=[CH:4][CH:3]=1.[CH2:21]([SH:23])[CH3:22].C1CCC(N=C=NC2CCCCC2)CC1.C(O)(=O)C, predict the reaction product. The product is: [CH2:1]([O:8][C@H:9]([C@@H:13]1[C:17](=[O:18])[O:16][C:15]([CH3:20])([CH3:19])[O:14]1)[C:10](=[O:12])[S:23][CH2:21][CH3:22])[C:2]1[CH:3]=[CH:4][CH:5]=[CH:6][CH:7]=1. (2) The product is: [C:10]1([S:16]([C:2]2[CH:9]=[CH:8][C:5]([C:6]#[N:7])=[CH:4][CH:3]=2)(=[O:18])=[O:17])[CH:15]=[CH:14][CH:13]=[CH:12][CH:11]=1. Given the reactants F[C:2]1[CH:9]=[CH:8][C:5]([C:6]#[N:7])=[CH:4][CH:3]=1.[C:10]1([S:16]([O-:18])=[O:17])[CH:15]=[CH:14][CH:13]=[CH:12][CH:11]=1.[Na+], predict the reaction product.